Dataset: Full USPTO retrosynthesis dataset with 1.9M reactions from patents (1976-2016). Task: Predict the reactants needed to synthesize the given product. (1) Given the product [Cl:30][C:27]1[CH:26]=[CH:25][C:24]([C:16]2[C:15]([C:13]3[N:12]=[CH:11][N:10]([C:7]4[CH:8]=[CH:9][C:4]([C:3]([NH:35][CH:32]5[CH2:34][CH2:33]5)=[O:31])=[CH:5][N:6]=4)[CH:14]=3)=[C:19]([C:20]([F:22])([F:23])[F:21])[O:18][N:17]=2)=[CH:29][CH:28]=1, predict the reactants needed to synthesize it. The reactants are: CO[C:3](=[O:31])[C:4]1[CH:9]=[CH:8][C:7]([N:10]2[CH:14]=[C:13]([C:15]3[C:16]([C:24]4[CH:29]=[CH:28][C:27]([Cl:30])=[CH:26][CH:25]=4)=[N:17][O:18][C:19]=3[C:20]([F:23])([F:22])[F:21])[N:12]=[CH:11]2)=[N:6][CH:5]=1.[CH:32]1([NH2:35])[CH2:34][CH2:33]1. (2) Given the product [CH2:1]([N:3]1[C:8]2[N:9]=[C:10]([NH:36][CH2:35][CH2:34][CH:31]3[CH2:32][CH2:33][N:28]([CH3:27])[CH2:29][CH2:30]3)[N:11]=[CH:12][C:7]=2[CH:6]=[C:5]([C:16]2[CH:17]=[CH:18][C:19]([S:22]([CH3:25])(=[O:23])=[O:24])=[CH:20][CH:21]=2)[C:4]1=[O:26])[CH3:2], predict the reactants needed to synthesize it. The reactants are: [CH2:1]([N:3]1[C:8]2[N:9]=[C:10](S(C)=O)[N:11]=[CH:12][C:7]=2[CH:6]=[C:5]([C:16]2[CH:21]=[CH:20][C:19]([S:22]([CH3:25])(=[O:24])=[O:23])=[CH:18][CH:17]=2)[C:4]1=[O:26])[CH3:2].[CH3:27][N:28]1[CH2:33][CH2:32][CH:31]([CH2:34][CH2:35][NH2:36])[CH2:30][CH2:29]1.CCN(C(C)C)C(C)C. (3) Given the product [CH3:1][O:2][C:3](=[O:44])[CH2:4][CH2:5][CH2:6]/[CH:7]=[CH:8]\[CH2:9][C@H:10]1[C:14](=[O:15])[CH2:13][C@@H:12]([O:16][Si:17]([C:20]([CH3:22])([CH3:21])[CH3:23])([CH3:18])[CH3:19])[C@@H:11]1/[CH:24]=[CH:25]/[C@@H:26]([O:36][Si:37]([C:40]([CH3:43])([CH3:42])[CH3:41])([CH3:38])[CH3:39])[CH2:27][CH2:28][C:29]1[S:30][C:31]([CH3:35])=[C:32]([Br:34])[CH:33]=1, predict the reactants needed to synthesize it. The reactants are: [CH3:1][O:2][C:3](=[O:44])[CH2:4][CH2:5][CH2:6]/[CH:7]=[CH:8]\[CH2:9][C@H:10]1[C@@H:14]([OH:15])[CH2:13][C@@H:12]([O:16][Si:17]([C:20]([CH3:23])([CH3:22])[CH3:21])([CH3:19])[CH3:18])[C@@H:11]1/[CH:24]=[CH:25]/[C@@H:26]([O:36][Si:37]([C:40]([CH3:43])([CH3:42])[CH3:41])([CH3:39])[CH3:38])[CH2:27][CH2:28][C:29]1[S:30][C:31]([CH3:35])=[C:32]([Br:34])[CH:33]=1.C[N+]1([O-])CCOCC1. (4) Given the product [CH3:1][O:2][C:3](=[O:22])[CH2:4][C:5]1[C:14]([CH3:15])=[C:13]([C:16](=[CH2:20])[CH2:17][CH2:18][NH:19][S:30]([C:25]2[CH:26]=[CH:27][CH:28]=[CH:29][C:24]=2[Cl:23])(=[O:32])=[O:31])[C:12]2[C:7](=[CH:8][CH:9]=[C:10]([F:21])[CH:11]=2)[CH:6]=1, predict the reactants needed to synthesize it. The reactants are: [CH3:1][O:2][C:3](=[O:22])[CH2:4][C:5]1[C:14]([CH3:15])=[C:13]([C:16](=[CH2:20])[CH2:17][CH2:18][NH2:19])[C:12]2[C:7](=[CH:8][CH:9]=[C:10]([F:21])[CH:11]=2)[CH:6]=1.[Cl:23][C:24]1[CH:29]=[CH:28][CH:27]=[CH:26][C:25]=1[S:30](Cl)(=[O:32])=[O:31].C(N(CC)C(C)C)(C)C.C(OCC)(=O)C. (5) Given the product [CH:17]1([C:20]2[C:21]([C:22]#[N:23])=[C:28]([C:30]3[CH:35]=[CH:34][C:33]([F:36])=[CH:32][CH:31]=3)[C:27]3[C:26](=[CH:40][CH:39]=[CH:38][CH:37]=3)[N:25]=2)[CH2:19][CH2:18]1, predict the reactants needed to synthesize it. The reactants are: C(OC(C)C)(C)C.P(OP(O)(O)=O)(O)(O)=O.[CH:17]1([C:20](=O)[CH2:21][C:22]#[N:23])[CH2:19][CH2:18]1.[NH2:25][C:26]1[CH:40]=[CH:39][CH:38]=[CH:37][C:27]=1[C:28]([C:30]1[CH:35]=[CH:34][C:33]([F:36])=[CH:32][CH:31]=1)=O. (6) The reactants are: [CH3:1][NH:2][C:3]1[C:8]([N+:9]([O-])=O)=[CH:7][N:6]=[C:5]([NH:12][C:13]2[CH:18]=[CH:17][C:16]([N:19]3[CH2:24][CH2:23][O:22][CH2:21][CH2:20]3)=[CH:15][CH:14]=2)[N:4]=1. Given the product [NH2:9][C:8]1[C:3]([NH:2][CH3:1])=[N:4][C:5]([NH:12][C:13]2[CH:18]=[CH:17][C:16]([N:19]3[CH2:20][CH2:21][O:22][CH2:23][CH2:24]3)=[CH:15][CH:14]=2)=[N:6][CH:7]=1, predict the reactants needed to synthesize it. (7) The reactants are: [Br:1][C:2]1[CH:10]=[C:9]([CH3:11])[C:8]2[N:7](S(C3C=CC(C)=CC=3)(=O)=O)[CH:6]=[CH:5][C:4]=2[C:3]=1[CH:22]=[O:23].O.[OH-].[K+]. Given the product [Br:1][C:2]1[CH:10]=[C:9]([CH3:11])[C:8]2[NH:7][CH:6]=[CH:5][C:4]=2[C:3]=1[CH:22]=[O:23], predict the reactants needed to synthesize it.